This data is from Full USPTO retrosynthesis dataset with 1.9M reactions from patents (1976-2016). The task is: Predict the reactants needed to synthesize the given product. (1) Given the product [F:32][C:29]([F:30])([F:31])[C:27]1[CH:26]=[C:5]([CH:4]=[C:3]([C:2]([F:1])([F:33])[F:34])[CH:28]=1)[C:6]([N:8]1[CH2:9][CH2:10][C:11]2([C:15](=[O:16])[N:14]([CH2:36][CH2:37][N:38]3[CH2:43][CH2:42][O:41][CH2:40][CH2:39]3)[C:13](=[O:17])[CH:12]2[C:18]2[CH:19]=[CH:20][CH:21]=[CH:22][CH:23]=2)[CH2:24][CH2:25]1)=[O:7], predict the reactants needed to synthesize it. The reactants are: [F:1][C:2]([F:34])([F:33])[C:3]1[CH:4]=[C:5]([CH:26]=[C:27]([C:29]([F:32])([F:31])[F:30])[CH:28]=1)[C:6]([N:8]1[CH2:25][CH2:24][C:11]2([C:15](=[O:16])[NH:14][C:13](=[O:17])[CH:12]2[C:18]2[CH:23]=[CH:22][CH:21]=[CH:20][CH:19]=2)[CH2:10][CH2:9]1)=[O:7].O[CH2:36][CH2:37][N:38]1[CH2:43][CH2:42][O:41][CH2:40][CH2:39]1. (2) Given the product [NH2:1][C:2]1[CH:7]=[CH:6][C:5]([C:8]2[NH:25][C:23](=[O:24])[N:22]=[C:10]([C:11]3[CH:16]=[CH:15][C:14]([OH:17])=[C:13]([CH3:18])[CH:12]=3)[CH:9]=2)=[C:4]([CH3:20])[CH:3]=1, predict the reactants needed to synthesize it. The reactants are: [NH2:1][C:2]1[CH:7]=[CH:6][C:5]([C:8](=O)/[CH:9]=[CH:10]/[C:11]2[CH:16]=[CH:15][C:14]([OH:17])=[C:13]([CH3:18])[CH:12]=2)=[C:4]([CH3:20])[CH:3]=1.Cl.[NH2:22][C:23]([NH2:25])=[O:24]. (3) Given the product [CH3:41][O:42][C:4]1[CH:3]=[CH:10][CH:9]=[CH:8][C:5]=1[CH2:6][N:24]1[CH2:25][C@@H:26]2[C@@H:19]([NH:18][C:16](=[O:17])[CH:15]([C:27]3[CH:28]=[CH:29][CH:30]=[CH:31][CH:32]=3)[CH:14]([CH3:33])[CH3:13])[CH2:20][CH2:21][C@@H:22]2[CH2:23]1, predict the reactants needed to synthesize it. The reactants are: FC(F)(F)[C:3]1[CH:4]=[C:5]([CH:8]=[CH:9][CH:10]=1)[CH:6]=O.[CH3:13][CH:14]([CH3:33])[CH:15]([C:27]1[CH:32]=[CH:31][CH:30]=[CH:29][CH:28]=1)[C:16]([NH:18][C@@H:19]1[C@@H:26]2[C@@H:22]([CH2:23][NH:24][CH2:25]2)[CH2:21][CH2:20]1)=[O:17].C1(C(C2CCCCC2)[C:41](N[C@@H]2[C@H]3[C@H](CNC3)CC2)=[O:42])CCCCC1. (4) The reactants are: P(Cl)(Cl)(Cl)=O.[CH3:6][C:7]1[CH:8]=[CH:9][C:10]([CH2:13][NH:14][CH:15]=O)=[N:11][CH:12]=1. Given the product [CH3:6][C:7]1[CH:8]=[CH:9][C:10]2[N:11]([CH:15]=[N:14][CH:13]=2)[CH:12]=1, predict the reactants needed to synthesize it. (5) Given the product [F:1][C:2]1[CH:3]=[CH:4][C:5]([CH2:6][N:7]2[C:15]3[C:10](=[CH:11][C:12]([C:16]([O:18][CH2:19][CH3:20])=[O:17])=[CH:13][CH:14]=3)[C:9]([S:21]([CH3:22])=[O:34])=[C:8]2[CH3:23])=[CH:24][CH:25]=1, predict the reactants needed to synthesize it. The reactants are: [F:1][C:2]1[CH:25]=[CH:24][C:5]([CH2:6][N:7]2[C:15]3[C:10](=[CH:11][C:12]([C:16]([O:18][CH2:19][CH3:20])=[O:17])=[CH:13][CH:14]=3)[C:9]([S:21][CH3:22])=[C:8]2[CH3:23])=[CH:4][CH:3]=1.ClC1C=CC=C(C(OO)=[O:34])C=1.C(=O)(O)[O-].[Na+]. (6) The reactants are: [C:1]([NH:8][C@H:9]([C:13](O)=[O:14])[CH2:10][CH2:11][CH3:12])([O:3][C:4]([CH3:7])([CH3:6])[CH3:5])=[O:2].CO. Given the product [C:1]([NH:8][C@H:9]([CH2:13][OH:14])[CH2:10][CH2:11][CH3:12])([O:3][C:4]([CH3:5])([CH3:7])[CH3:6])=[O:2], predict the reactants needed to synthesize it. (7) Given the product [OH:1][CH:2]([C:4]1[N:5]([C:21]2[CH:26]=[CH:25][CH:24]=[C:23]([C:31]3[C:32]4[C:37](=[CH:36][CH:35]=[CH:34][CH:33]=4)[CH:28]=[N:29][CH:30]=3)[CH:22]=2)[CH:6]=[C:7]([O:11][CH2:12][C:13]2[CH:18]=[CH:17][C:16]([O:19][CH3:20])=[CH:15][CH:14]=2)[C:8](=[O:10])[CH:9]=1)[CH3:3], predict the reactants needed to synthesize it. The reactants are: [OH:1][CH:2]([C:4]1[N:5]([C:21]2[CH:26]=[CH:25][CH:24]=[C:23](Br)[CH:22]=2)[CH:6]=[C:7]([O:11][CH2:12][C:13]2[CH:18]=[CH:17][C:16]([O:19][CH3:20])=[CH:15][CH:14]=2)[C:8](=[O:10])[CH:9]=1)[CH3:3].[CH:28]1[C:37]2[C:32](=[CH:33][CH:34]=[CH:35][CH:36]=2)[C:31](B(O)O)=[CH:30][N:29]=1. (8) Given the product [CH2:41]([CH:25]([CH:22]1[CH2:23][CH2:24][N:19]([C:17](=[O:18])[CH2:16][CH2:15][C@@H:9]2[O:8][C@@H:7]([C:31]3[CH:36]=[CH:35][CH:34]=[C:33]([F:37])[C:32]=3[O:38][CH3:39])[C:6]3[CH:40]=[C:2]([Cl:1])[CH:3]=[CH:4][C:5]=3[N:11]3[CH:12]=[CH:13][CH:14]=[C:10]23)[CH2:20][CH2:21]1)[C:26]([OH:28])=[O:27])[CH3:42].[CH2:45]([CH:25]([CH:22]1[CH2:23][CH2:24][N:19]([C:17](=[O:18])[CH2:16][CH2:15][C@H:9]2[O:8][C@H:7]([C:31]3[CH:36]=[CH:35][CH:34]=[C:33]([F:37])[C:32]=3[O:38][CH3:39])[C:6]3[CH:40]=[C:2]([Cl:1])[CH:3]=[CH:4][C:5]=3[N:11]3[CH:12]=[CH:13][CH:14]=[C:10]23)[CH2:20][CH2:21]1)[C:26]([OH:28])=[O:27])[CH3:46], predict the reactants needed to synthesize it. The reactants are: [Cl:1][C:2]1[CH:3]=[CH:4][C:5]2[N:11]3[CH:12]=[CH:13][CH:14]=[C:10]3[CH:9]([CH2:15][CH2:16][C:17]([N:19]3[CH2:24][CH2:23][CH:22]([CH2:25][C:26]([O:28]CC)=[O:27])[CH2:21][CH2:20]3)=[O:18])[O:8][CH:7]([C:31]3[CH:36]=[CH:35][CH:34]=[C:33]([F:37])[C:32]=3[O:38][CH3:39])[C:6]=2[CH:40]=1.[CH:41](O)(C)[CH3:42].[CH3:45][CH2:46][CH2:41][CH2:42][CH2:45][CH3:46]. (9) Given the product [CH2:22]([O:24][C:25](=[O:38])[C:26]1[CH:31]=[C:30]([C:32]([F:35])([F:34])[F:33])[C:29]([Cl:36])=[C:28]([F:21])[C:27]=1[NH2:37])[CH3:23], predict the reactants needed to synthesize it. The reactants are: [B-](F)(F)(F)F.[B-](F)(F)(F)F.C1[N+]2(CCl)CC[N+]([F:21])(CC2)C1.[CH2:22]([O:24][C:25](=[O:38])[C:26]1[CH:31]=[C:30]([C:32]([F:35])([F:34])[F:33])[C:29]([Cl:36])=[CH:28][C:27]=1[NH2:37])[CH3:23]. (10) Given the product [F:25][C:19]1[CH:20]=[C:21]([F:24])[CH:22]=[CH:23][C:18]=1[O:17][C:13]([CH3:16])([CH2:14][CH3:15])[C:12]([NH:11][C:8]1[S:9][CH:10]=[C:6]([CH2:5][C:4]([OH:27])=[O:3])[N:7]=1)=[O:26], predict the reactants needed to synthesize it. The reactants are: C([O:3][C:4](=[O:27])[CH2:5][C:6]1[N:7]=[C:8]([NH:11][C:12](=[O:26])[C:13]([O:17][C:18]2[CH:23]=[CH:22][C:21]([F:24])=[CH:20][C:19]=2[F:25])([CH3:16])[CH2:14][CH3:15])[S:9][CH:10]=1)C.[OH-].[Na+].